Task: Regression. Given a peptide amino acid sequence and an MHC pseudo amino acid sequence, predict their binding affinity value. This is MHC class I binding data.. Dataset: Peptide-MHC class I binding affinity with 185,985 pairs from IEDB/IMGT The peptide sequence is EWAENCYNL. The MHC is HLA-A02:16 with pseudo-sequence HLA-A02:16. The binding affinity (normalized) is 0.0847.